This data is from Full USPTO retrosynthesis dataset with 1.9M reactions from patents (1976-2016). The task is: Predict the reactants needed to synthesize the given product. (1) Given the product [Cl:51][C:37]1[C:36]([NH:35][CH3:1])=[C:41]([NH:42][C:43](=[O:49])[O:44][C:45]([CH3:46])([CH3:47])[CH3:48])[CH:40]=[C:39]([Cl:50])[N:38]=1, predict the reactants needed to synthesize it. The reactants are: [CH:1]1(P(C2CCCCC2)C2C=CC=CC=2C2C(C(C)C)=CC(C(C)C)=CC=2C(C)C)CCCCC1.[NH2:35][C:36]1[C:37]([Cl:51])=[N:38][C:39]([Cl:50])=[CH:40][C:41]=1[NH:42][C:43](=[O:49])[O:44][C:45]([CH3:48])([CH3:47])[CH3:46].C([O-])([O-])=O.[Cs+].[Cs+].CI. (2) The reactants are: [CH3:1][O:2][CH2:3][CH2:4][C:5]1[CH:10]=[CH:9][C:8]([NH2:11])=[CH:7][CH:6]=1.[CH3:12][O:13][NH:14][C:15]([C:17]1[C:18](=[O:40])[C:19]2[CH:24]=[N:23][C:22](S(C)(=O)=O)=[N:21][C:20]=2[N:29]([C:31]2[CH:32]=[C:33]3[C:37](=[CH:38][CH:39]=2)[CH2:36][CH2:35][CH2:34]3)[CH:30]=1)=[O:16]. Given the product [CH3:12][O:13][NH:14][C:15]([C:17]1[C:18](=[O:40])[C:19]2[CH:24]=[N:23][C:22]([NH:11][C:8]3[CH:9]=[CH:10][C:5]([CH2:4][CH2:3][O:2][CH3:1])=[CH:6][CH:7]=3)=[N:21][C:20]=2[N:29]([C:31]2[CH:32]=[C:33]3[C:37](=[CH:38][CH:39]=2)[CH2:36][CH2:35][CH2:34]3)[CH:30]=1)=[O:16], predict the reactants needed to synthesize it. (3) Given the product [Br:1][C:2]1[CH:7]=[CH:6][C:5]([O:8][CH2:10][C:11]2([CH3:15])[CH2:14][S:13][CH2:12]2)=[CH:4][C:3]=1[CH3:9], predict the reactants needed to synthesize it. The reactants are: [Br:1][C:2]1[CH:7]=[CH:6][C:5]([OH:8])=[CH:4][C:3]=1[CH3:9].[CH3:10][C:11]1([CH2:15]O)[CH2:14][S:13][CH2:12]1.P(CCCC)(CCCC)CCCC.C1CCN(C(N=NC(N2CCCCC2)=O)=O)CC1.